The task is: Regression/Classification. Given a drug SMILES string, predict its absorption, distribution, metabolism, or excretion properties. Task type varies by dataset: regression for continuous measurements (e.g., permeability, clearance, half-life) or binary classification for categorical outcomes (e.g., BBB penetration, CYP inhibition). Dataset: cyp2c19_veith.. This data is from CYP2C19 inhibition data for predicting drug metabolism from PubChem BioAssay. (1) The drug is Cc1ccccc1-c1nccc(-n2ccnc2)n1. The result is 1 (inhibitor). (2) The result is 1 (inhibitor). The compound is Cc1cc(CSc2ccccc2)ccc1NC(=O)c1cccc([N+](=O)[O-])c1. (3) The compound is Cc1ccc(N2CC(C(=O)Nc3cc(C)on3)CC2=O)cc1. The result is 1 (inhibitor). (4) The result is 1 (inhibitor). The compound is COc1cc(O)oc1C=Nc1ccc(C(F)(F)F)cc1. (5) The molecule is CN(C)c1ncc2nc(-c3ccc(Cl)cc3)c(=O)n(C[C@H]3CCCO3)c2n1. The result is 0 (non-inhibitor). (6) The compound is NC[C@H](O)C1CCCCCCC1. The result is 0 (non-inhibitor). (7) The result is 1 (inhibitor). The molecule is CCC(C)NC(=O)c1ccccc1NC(=O)Nc1ccccc1. (8) The result is 0 (non-inhibitor). The drug is Nc1nc(SCc2ccccn2)c2ncn(C3CCCC3)c2n1. (9) The drug is Cc1nc(N2CCOCC2)nc(N2CCN(c3ccccc3)CC2)c1[N+](=O)[O-]. The result is 1 (inhibitor). (10) The drug is CC(=O)C(N=Nc1ccccc1)(Sc1nnc(-c2ccccc2)n1-c1ccccc1)C(C)=O. The result is 1 (inhibitor).